This data is from Full USPTO retrosynthesis dataset with 1.9M reactions from patents (1976-2016). The task is: Predict the reactants needed to synthesize the given product. (1) Given the product [C:16]1([CH:15]2[O:5][CH2:4][CH:3]([CH2:6][OH:7])[CH2:2][O:1]2)[CH:22]=[CH:20][CH:19]=[CH:18][CH:17]=1, predict the reactants needed to synthesize it. The reactants are: [OH:1][CH2:2][CH:3]([CH2:6][OH:7])[CH2:4][OH:5].C1C=CC=CC=1.C[C:15]1(C)[C:19]2(CS(O)(=O)=O)[C:20]([CH2:22][CH:16]1[CH2:17][CH2:18]2)=O.C(N(CC)CC)C. (2) Given the product [CH3:16][O:14][C:13]([C:10]1[CH:9]=[C:8]([N+:5]([O-:7])=[O:6])[NH:12][N:11]=1)=[O:15], predict the reactants needed to synthesize it. The reactants are: S(Cl)(Cl)=O.[N+:5]([C:8]1[NH:12][N:11]=[C:10]([C:13]([OH:15])=[O:14])[CH:9]=1)([O-:7])=[O:6].[CH3:16]O. (3) Given the product [C:11]([C:7]1[C:8]([CH3:22])=[C:9]([N:16]2[CH2:21][CH2:20][CH2:19][CH2:18][CH2:17]2)[CH:10]=[C:5]([C:1]([CH3:4])([CH3:3])[CH3:2])[C:6]=1[OH:15])([CH3:14])([CH3:13])[CH3:12], predict the reactants needed to synthesize it. The reactants are: [C:1]([C:5]1[CH:10]=[CH:9][CH:8]=[C:7]([C:11]([CH3:14])([CH3:13])[CH3:12])[C:6]=1[OH:15])([CH3:4])([CH3:3])[CH3:2].[NH:16]1[CH2:21][CH2:20][CH2:19][CH2:18][CH2:17]1.[CH2:22]=O.